The task is: Predict the product of the given reaction.. This data is from Forward reaction prediction with 1.9M reactions from USPTO patents (1976-2016). The product is: [CH2:28]1[C:29]2[C:34](=[CH:33][CH:32]=[CH:31][CH:30]=2)[CH2:35][CH:27]1[C:25]([NH:24][C@@H:22]([CH3:23])[C:21]([NH:20][C@@H:10]([CH2:11][C:12]1[CH:17]=[CH:16][C:15]([O:18][CH3:19])=[CH:14][CH:13]=1)[C:9]([OH:37])=[O:8])=[O:36])=[O:26]. Given the reactants C([O:8][C:9](=[O:37])[C@@H:10]([NH:20][C:21](=[O:36])[C@@H:22]([NH:24][C:25]([CH:27]1[CH2:35][C:34]2[C:29](=[CH:30][CH:31]=[CH:32][CH:33]=2)[CH2:28]1)=[O:26])[CH3:23])[CH2:11][C:12]1[CH:17]=[CH:16][C:15]([O:18][CH3:19])=[CH:14][CH:13]=1)C1C=CC=CC=1, predict the reaction product.